This data is from NCI-60 drug combinations with 297,098 pairs across 59 cell lines. The task is: Regression. Given two drug SMILES strings and cell line genomic features, predict the synergy score measuring deviation from expected non-interaction effect. Drug 1: CC1CCC2CC(C(=CC=CC=CC(CC(C(=O)C(C(C(=CC(C(=O)CC(OC(=O)C3CCCCN3C(=O)C(=O)C1(O2)O)C(C)CC4CCC(C(C4)OC)OCCO)C)C)O)OC)C)C)C)OC. Drug 2: CCC1(C2=C(COC1=O)C(=O)N3CC4=CC5=C(C=CC(=C5CN(C)C)O)N=C4C3=C2)O.Cl. Cell line: MALME-3M. Synergy scores: CSS=17.3, Synergy_ZIP=3.00, Synergy_Bliss=9.68, Synergy_Loewe=3.12, Synergy_HSA=8.75.